From a dataset of Catalyst prediction with 721,799 reactions and 888 catalyst types from USPTO. Predict which catalyst facilitates the given reaction. (1) Reactant: [F:1][C:2]([F:9])([F:8])/[CH:3]=[CH:4]/[C:5](O)=[O:6].C(Cl)(=O)C(Cl)=O.Cl.[CH3:17][NH:18][C:19]1[S:23][C:22]([N:24]2[CH2:29][CH2:28][NH:27][CH2:26][CH2:25]2)=[N:21][C:20]=1[C:30]([O:32][CH2:33][CH3:34])=[O:31].CCN(C(C)C)C(C)C. Product: [CH3:17][NH:18][C:19]1[S:23][C:22]([N:24]2[CH2:29][CH2:28][N:27]([C:5](=[O:6])/[CH:4]=[CH:3]/[C:2]([F:9])([F:8])[F:1])[CH2:26][CH2:25]2)=[N:21][C:20]=1[C:30]([O:32][CH2:33][CH3:34])=[O:31]. The catalyst class is: 139. (2) Product: [CH3:4][O:3][C:2]([CH:12]1[C:13]2[C:18](=[CH:17][CH:16]=[C:15]([C:19]3([CH3:24])[O:20][CH2:21][CH2:22][O:23]3)[CH:14]=2)[N:10]([CH2:8][CH3:9])[C:11]1=[O:25])=[O:5]. Reactant: [Na].[C:2](=O)([O:5]C)[O:3][CH3:4].[CH2:8]([N:10]1[C:18]2[C:13](=[CH:14][C:15]([C:19]3([CH3:24])[O:23][CH2:22][CH2:21][O:20]3)=[CH:16][CH:17]=2)[CH2:12][C:11]1=[O:25])[CH3:9]. The catalyst class is: 5. (3) Reactant: [CH2:1]([O:8][C:9]1[CH:17]=[CH:16][C:12]([CH2:13][CH2:14]O)=[CH:11][CH:10]=1)[C:2]1[CH:7]=[CH:6][CH:5]=[CH:4][CH:3]=1.C1(P(C2C=CC=CC=2)C2C=CC=CC=2)C=CC=CC=1.C(Br)(Br)(Br)[Br:38]. Product: [CH2:1]([O:8][C:9]1[CH:17]=[CH:16][C:12]([CH2:13][CH2:14][Br:38])=[CH:11][CH:10]=1)[C:2]1[CH:7]=[CH:6][CH:5]=[CH:4][CH:3]=1. The catalyst class is: 4. (4) Reactant: [CH:1]1([C:6]2[N:11]=[CH:10][C:9]([NH:12][C:13]3[N:21]=[CH:20][C:19]([F:22])=[CH:18][C:14]=3[C:15]([OH:17])=O)=[CH:8][CH:7]=2)[CH2:5][CH2:4][CH2:3][CH2:2]1.[CH3:23][C:24]([NH2:28])([C:26]#[CH:27])[CH3:25].C1C=CC2N(O)N=NC=2C=1.CCN=C=NCCCN(C)C.CCN(C(C)C)C(C)C. Product: [CH:1]1([C:6]2[N:11]=[CH:10][C:9]([NH:12][C:13]3[N:21]=[CH:20][C:19]([F:22])=[CH:18][C:14]=3[C:15]([NH:28][C:24]([CH3:25])([C:26]#[CH:27])[CH3:23])=[O:17])=[CH:8][CH:7]=2)[CH2:2][CH2:3][CH2:4][CH2:5]1. The catalyst class is: 2.